The task is: Predict the reaction yield, written as a fraction of the theoretical maximum amount of product (1.0 means a 100% yield; for example, 0.34 means a 34% yield).. This data is from Reaction yield outcomes from USPTO patents with 853,638 reactions. (1) The reactants are [CH:1]1([C:7]2[C:8]3[CH:9]=[CH:10][C:11]([C:29]([O:31][CH3:32])=[O:30])=[CH:12][C:13]=3[N:14]3[CH2:20][CH:19]([C:21](OC)=[O:22])[CH2:18][C:17]4[CH:25]=[CH:26][CH:27]=[CH:28][C:16]=4[C:15]=23)[CH2:6][CH2:5][CH2:4][CH2:3][CH2:2]1.[Li+].[BH4-].O.Cl. The catalyst is C1COCC1. The yield is 0.850. The product is [CH:1]1([C:7]2[C:8]3[CH:9]=[CH:10][C:11]([C:29]([O:31][CH3:32])=[O:30])=[CH:12][C:13]=3[N:14]3[CH2:20][CH:19]([CH2:21][OH:22])[CH2:18][C:17]4[CH:25]=[CH:26][CH:27]=[CH:28][C:16]=4[C:15]=23)[CH2:2][CH2:3][CH2:4][CH2:5][CH2:6]1. (2) The reactants are [CH3:1][C:2]1[CH:7]=[C:6]([NH2:8])[C:5]([CH3:9])=[CH:4][C:3]=1[NH2:10].[CH3:11][C:12]([O:15][C:16](O[C:16]([O:15][C:12]([CH3:14])([CH3:13])[CH3:11])=[O:17])=[O:17])([CH3:14])[CH3:13]. The catalyst is C1COCC1. The product is [C:12]([O:15][C:16](=[O:17])[NH:8][C:6]1[CH:7]=[C:2]([CH3:1])[C:3]([NH2:10])=[CH:4][C:5]=1[CH3:9])([CH3:14])([CH3:13])[CH3:11]. The yield is 0.900. (3) The reactants are Cl[C:2]([O:4][CH:5]([CH3:7])[CH3:6])=[O:3].[I:8][C:9]1[CH:14]=[C:13]([CH3:15])[C:12]([C:16]([F:19])([F:18])[F:17])=[CH:11][C:10]=1[NH2:20].N1C=CC=CC=1. The catalyst is ClCCl. The product is [I:8][C:9]1[CH:14]=[C:13]([CH3:15])[C:12]([C:16]([F:18])([F:19])[F:17])=[CH:11][C:10]=1[NH:20][C:2](=[O:3])[O:4][CH:5]([CH3:7])[CH3:6]. The yield is 0.960. (4) The reactants are [CH3:1][C:2]1[CH:3]=[CH:4][C:5]([N:13]2[CH:17]=[N:16][N:15]=[N:14]2)=[C:6]([CH2:8][CH2:9][C:10]([OH:12])=[O:11])[CH:7]=1.[CH2:18](OC(OCC)C=C)[CH3:19].N(CCCC)(CCCC)CCCC. The catalyst is [N+](CCCC)(CCCC)(CCCC)CCCC.[Cl-].CN(C=O)C.CC([O-])=O.CC([O-])=O.[Pd+2]. The product is [CH2:18]([O:11][C:10](=[O:12])[CH2:9][CH2:8][C:6]1[CH:7]=[C:2]([CH3:1])[CH:3]=[CH:4][C:5]=1[N:13]1[CH:17]=[N:16][N:15]=[N:14]1)[CH3:19]. The yield is 0.668. (5) The catalyst is CC(O)C. The reactants are [CH2:1]([N:3]1[CH2:9][CH2:8][C:7]2[CH:10]=[C:11]([NH2:14])[CH:12]=[CH:13][C:6]=2[CH2:5][CH2:4]1)[CH3:2].Cl[C:16]1[N:21]=[C:20]([NH:22][CH2:23][CH2:24][NH:25][S:26]([CH3:29])(=[O:28])=[O:27])[C:19]([Cl:30])=[CH:18][N:17]=1.Cl.O1CCOCC1. The product is [Cl:30][C:19]1[C:20]([NH:22][CH2:23][CH2:24][NH:25][S:26]([CH3:29])(=[O:28])=[O:27])=[N:21][C:16]([NH:14][C:11]2[CH:12]=[CH:13][C:6]3[CH2:5][CH2:4][N:3]([CH2:1][CH3:2])[CH2:9][CH2:8][C:7]=3[CH:10]=2)=[N:17][CH:18]=1. The yield is 0.430. (6) The reactants are [Br:1][C:2]1[CH:7]=[CH:6][C:5]([NH:8][C:9]2[C:10]([C:17]([OH:19])=O)=[CH:11][N:12]([CH3:16])[C:13](=[O:15])[CH:14]=2)=[C:4]([F:20])[CH:3]=1.CCN=C=NCCCN(C)C.C1C=CC2N(O)N=NC=2C=1.[CH:42]([O:44][CH2:45][CH2:46][O:47][NH2:48])=[CH2:43].CCN(CC)CC. The catalyst is CN(C=O)C.CCOC(C)=O. The product is [CH:42]([O:44][CH2:45][CH2:46][O:47][NH:48][C:17]([C:10]1[C:9]([NH:8][C:5]2[CH:6]=[CH:7][C:2]([Br:1])=[CH:3][C:4]=2[F:20])=[CH:14][C:13](=[O:15])[N:12]([CH3:16])[CH:11]=1)=[O:19])=[CH2:43]. The yield is 0.520. (7) The reactants are [Cl:1][C:2]1[CH:8]=[C:7]([O:9][C:10]2[C:19]3[C:14](=[CH:15][C:16]([O:22][CH3:23])=[C:17]([O:20][CH3:21])[CH:18]=3)[N:13]=[CH:12][N:11]=2)[CH:6]=[CH:5][C:3]=1[NH2:4].C1(C)C=CC=CC=1.C(N(CC)CC)C.ClC(Cl)(O[C:42](=[O:48])[O:43][C:44](Cl)(Cl)Cl)Cl.[CH3:50][O:51][C:52]1[CH:53]=[C:54]([CH:60]=[CH:61][CH:62]=1)[O:55][CH2:56][CH2:57]CO. The catalyst is C(Cl)Cl. The product is [Cl:1][C:2]1[CH:8]=[C:7]([O:9][C:10]2[C:19]3[C:14](=[CH:15][C:16]([O:22][CH3:23])=[C:17]([O:20][CH3:21])[CH:18]=3)[N:13]=[CH:12][N:11]=2)[CH:6]=[CH:5][C:3]=1[NH:4][C:42](=[O:48])[O:43][CH2:44][CH2:57][CH2:56][O:55][C:54]1[CH:60]=[CH:61][CH:62]=[C:52]([O:51][CH3:50])[CH:53]=1. The yield is 0.520.